Dataset: Catalyst prediction with 721,799 reactions and 888 catalyst types from USPTO. Task: Predict which catalyst facilitates the given reaction. Reactant: O=C1CCC(=O)N1O[C:9](=[O:19])[C:10]1[CH:15]=[CH:14][C:13]([C:16](=[O:18])[CH3:17])=[CH:12][CH:11]=1.C(N(C(C)C)C(C)C)C.[NH2:29][CH2:30][CH2:31][O:32][CH2:33][CH2:34][O:35][CH2:36][CH2:37][O:38][CH2:39][CH2:40][O:41][CH2:42][CH2:43][O:44][CH2:45][CH2:46][O:47][CH2:48][CH2:49][O:50][CH2:51][CH2:52][O:53][CH2:54][CH2:55][O:56][CH2:57][CH2:58][NH:59][C:60](=[O:71])[C:61]1[CH:66]=[CH:65][CH:64]=[C:63]([O:67][CH2:68][C:69]#[CH:70])[CH:62]=1. Product: [C:16]([C:13]1[CH:12]=[CH:11][C:10]([C:9]([NH:29][CH2:30][CH2:31][O:32][CH2:33][CH2:34][O:35][CH2:36][CH2:37][O:38][CH2:39][CH2:40][O:41][CH2:42][CH2:43][O:44][CH2:45][CH2:46][O:47][CH2:48][CH2:49][O:50][CH2:51][CH2:52][O:53][CH2:54][CH2:55][O:56][CH2:57][CH2:58][NH:59][C:60](=[O:71])[C:61]2[CH:66]=[CH:65][CH:64]=[C:63]([O:67][CH2:68][C:69]#[CH:70])[CH:62]=2)=[O:19])=[CH:15][CH:14]=1)(=[O:18])[CH3:17]. The catalyst class is: 4.